This data is from Full USPTO retrosynthesis dataset with 1.9M reactions from patents (1976-2016). The task is: Predict the reactants needed to synthesize the given product. The reactants are: [F:1][C:2]1[CH:7]=[C:6]([N+:8]([O-])=O)[CH:5]=[CH:4][C:3]=1[N:11]1[CH2:14][CH:13]([OH:15])[CH2:12]1. Given the product [NH2:8][C:6]1[CH:5]=[CH:4][C:3]([N:11]2[CH2:12][CH:13]([OH:15])[CH2:14]2)=[C:2]([F:1])[CH:7]=1, predict the reactants needed to synthesize it.